This data is from Peptide-MHC class I binding affinity with 185,985 pairs from IEDB/IMGT. The task is: Regression. Given a peptide amino acid sequence and an MHC pseudo amino acid sequence, predict their binding affinity value. This is MHC class I binding data. The peptide sequence is NPAWRKAVF. The MHC is HLA-A30:02 with pseudo-sequence HLA-A30:02. The binding affinity (normalized) is 0.